Dataset: Catalyst prediction with 721,799 reactions and 888 catalyst types from USPTO. Task: Predict which catalyst facilitates the given reaction. Reactant: O.[OH-].[Li+].[C:4]1(/[C:10](=[N:17]/[O:18][CH2:19][C:20]2[CH:25]=[CH:24][C:23]([O:26][CH2:27][C:28]3[N:29]=[C:30]([C:33]4[CH:38]=[CH:37][CH:36]=[CH:35][CH:34]=4)[O:31][CH:32]=3)=[CH:22][CH:21]=2)/[CH2:11][CH2:12][C:13]([O:15]C)=[O:14])[CH:9]=[CH:8][CH:7]=[CH:6][CH:5]=1.O.Cl. Product: [C:4]1(/[C:10](=[N:17]/[O:18][CH2:19][C:20]2[CH:25]=[CH:24][C:23]([O:26][CH2:27][C:28]3[N:29]=[C:30]([C:33]4[CH:34]=[CH:35][CH:36]=[CH:37][CH:38]=4)[O:31][CH:32]=3)=[CH:22][CH:21]=2)/[CH2:11][CH2:12][C:13]([OH:15])=[O:14])[CH:9]=[CH:8][CH:7]=[CH:6][CH:5]=1. The catalyst class is: 83.